This data is from B-cell epitopes from IEDB database with 3,159 antigens for binding position prediction. The task is: Token-level Classification. Given an antigen amino acid sequence, predict which amino acid positions are active epitope sites capable of antibody binding. Output is a list of indices for active positions. (1) Given the antigen sequence: MDSFNYTTPDYGHYDDKDTLDLNTPVDKTSNTLRVPDILALVIFAVVFLVGVLGNALVVWVTAFEAKRTINAIWFLNLAVADFLSCLALPILFTSIVQHHHWPFGGAACSILPSLILLNMYASILLLATISADRFLLVFKPIWCQNFRGAGLAWIACAVAWGLALLLTIPSFLYRVVREEYFPPKVLCGVDYSHDKRRERAVAIVRLVLGFLWPLLTLTICYTFILLRTWSRRATRSTKTLKVVVAVVASFFIFWLPYQVTGIMMSFLEPSSPTFLLLKKLDSLCVSFAYINCCINPIIYVVAGQGFQGRLRKSLPSLLRNVLTEESVVRESKSFTRSTVDTMAQKTQAV, which amino acid positions are active epitope sites? The epitope positions are: [0, 1, 2, 3, 4, 5, 6, 7, 8, 9, 10, 11, 12, 13, 14, 15, 16, 17, 18, 19... (21 total positions)]. The amino acids at these positions are: MDSFNYTTPDYGHYDDKDTLD. (2) Given the antigen sequence: VVYQRVGHRRFSLIFFFVVVLGRSPRLWAQVSFTPDIEGYAELAWGIASDGGALKHGFKTTTDFKIVFPIVAKKDFKYRGEGNVYAEINVKALKLSLESNGGAKFDTKGSAKTIEATLHCYGAYLTIGKNPDFKSTFAVLWEPWTANGDYKSKGDKPVYEPGFEGAGGKLGYKQTDIAGTGLTFDIAFKFASNTDWEGKDSKGNVPAGVTPSKYGLGGDILFGWERTREDGVQEYIKVELTGNSTLSSDYAQARAPAAGAKVSMKLWGLCALAATDVGHKKNGAQGTVGADALLTLGYRWFSAGGYFASQASNVFGGVFLNMAMREHDCAAYIKLETKGSDPDTSFLEGLDLGVDVRTYMPVHYKVLKALPRADIHFPVYGKVWGSYRHDMGEYGWVKVYANLYGGTNKKATPPAAPATKWSKEYCGYYECGVVVSPLEKVEIRLSWEQGKLQENSNVVIEKNVTERWQFVGACRLIW, which amino acid positions are active epitope sites? The epitope positions are: [369, 370, 371, 372, 373, 374, 375, 376, 377, 378, 379, 380, 381, 382, 383, 384, 385, 386, 387, 388]. The amino acids at these positions are: LPRADIHFPVYGKVWGSYRH. (3) Given the antigen sequence: MKYVVFILACILACAFGERYCAMQDAVSTSCVNKTDNSCQTCFERGDLIWHLANWNFSWSVILIVFITVLQYGRPQFSWLVYGIKMLIMWLLWPIVLALTIFNAYSEYQVSRYVMFGFSVAGAVVTFALWMMYFVRSIQLYRRTKSWWSFNPETNAILCVNAVGRSYVLPLDGTPTGVTLTLLSGNLYAEGFKMAGGLTIEHLPKYVMIATPSRTIVYTLVGKQLKATTATGWAYYVKSKAGDYSTEARTDNLSEHEKLLHMV, which amino acid positions are active epitope sites? The epitope positions are: [200, 201, 202, 203, 204, 205, 206, 207, 208, 209, 210, 211, 212, 213, 214, 215, 216, 217, 218, 219]. The amino acids at these positions are: EHLPKYVMIATPSRTIVYTL. (4) Given the antigen sequence: MGQIVTMFEALPHIIDEVMNIVIIVLIIITSIKAVYNFATCGIFTLVSFLLLAGRSCGMYGLKGPDIYKGVYQLKSVEFDMSYLNLTMPNACSANNSHHYISMGKSGLELTFTNDSIISHNHCNLTSAFNKETFDHTLMSIISSLHLSIRGNSNYKAVSCDFNNGITIQYNLTFSDAQSALSQCRTFRGRVLDMFRTAFGGKYMRSGWGWTGSDGKTTWCSQTNYQYLIIQNRTWDNHCTYAGPFGMSRILFAQEKTKFITRRLAGTFTWTLSDSSGVENPGGYCLTRWMIIAADLKCFGNTAVAKCNVNHDEEFCDMLRLIDYNKAALRKFKEDVESALHLFKTTVNSLISDQLLMRNHLRDLMGVPYCNYSKFWYLEHAKTGETSVPKCWLVTNGSYLNETHFSDQIEQEADNMITEMLRKDYIKRQGSTPLALMDLLMFSTSAYLISIFMHLMKIPTHRHIKGGSCPKPHRLTSKGICSCGAFKVPGVRTVWKRR, which amino acid positions are active epitope sites? The epitope positions are: [369, 370, 371, 372, 373, 374, 375, 376, 377, 378, 379, 380, 381]. The amino acids at these positions are: CNYSKFWYLEHAK. (5) Given the antigen sequence: SIRRSMANEGSNTNRVDANAPKADTVASGSQSSTNSASTSTTNNGESQTTTPTAADTPTATESNSPSPPITTTKSNSPSPPITTTKSNSPSPPITTTESSSSGNAPNKTDGKGEESEKQNELNESTEEGPKAPQEPQTAENENPAAPENKGT, which amino acid positions are active epitope sites? The epitope positions are: [107, 108, 109, 110, 111, 112, 113, 114, 115, 116]. The amino acids at these positions are: KTDGKGEESE. (6) Given the antigen sequence: MALWQQGQKLYLPPTPVSKVLCSETYVQRKSIFYHAETERLLTVGHPYYQVTVGDKTVPKVSANQFRVFKIQLPDPNQFALPDRTVHNPSKERLVWAVIGVQVSRGQPLGGTVTGHPTFNALLDAENVNRKVTAQTTDDRKQTGLDAKQQQILLLGCTPAEGEYWTTARPCVTDRLENGACPPLELKNKHIEDGDMMEIGFGAADFKTLNASKSDLPLDIQNEICLYPDYLKMAEDAAGNSMFFFARKEQVYVRHIWTRGGSEKEAPSKDFYLKNGRGEETLKIPSVHFGSPSGSLVSTDNQIFNRPYWLFRAQGMNNGIAWNNLLFLTVGDNTRGTNLSISVAADGNALSEYDTGKFNLYHRHMEEYKLAFILELCSVEITAQTLSHLQGLMPSVLQNWEIGVQPPASSILEDTYRYIESPATKCASNVIPPKEDPYAGLKFWSIDLKEKLSLDLDQFPLGRRFLAQQGAGCSTVRKRAVATRNSSKPAKRKKIKA, which amino acid positions are active epitope sites? The epitope positions are: [343, 344, 345, 346, 347, 348, 349, 350, 351, 352, 353, 354, 355, 356, 357]. The amino acids at these positions are: AADGNALSEYDTGKF. (7) Given the antigen sequence: MAEPRQEFEVMEDHAGTYGLGDRKDQGGYTMHQDQEGDTDAGLKESPLQTPTEDGSEEPGSETSDAKSTPTAEDVTAPLVDEGAPGKQAAAQPHTEIPEGTTAEEAGIGDTPSLEDEAAGHVTQARMVSKSKDGTGSDDKKAKGADGKTKIATPRGAAPPGQKGQANATRIPAKTPPAPKTPPSSGEPPKSGDRSGYSSPGSPGTPGSRSRTPSLPTPPTREPKKVAVVRTPPKSPSSAKSRLQTAPVPMPDLKNVKSKIGSTENLKHQPGGGKVQIINKKLDLSNVQSKCGSKDNIKHVPGGGSVQIVYKPVDLSKVTSKCGSLGNIHHKPGGGQVEVKSEKLDFKDRVQSKIGSLDNITHVPGGGNKKIETHKLTFRENAKAKTDHGAEIVYKSPVVSGDTSPRHLSNVSSTGSIDMVDSPQLATLADEVSASLAKQGL, which amino acid positions are active epitope sites? The epitope positions are: [381, 382, 383, 384, 385, 386, 387, 388, 389, 390]. The amino acids at these positions are: AKAKTDHGAE.